From a dataset of Forward reaction prediction with 1.9M reactions from USPTO patents (1976-2016). Predict the product of the given reaction. (1) Given the reactants [CH3:1][CH:2]([CH3:6])[CH2:3][CH:4]=O.[CH3:7][C:8](O)=O.[C:11](O[BH-](OC(=O)C)OC(=O)C)(=O)[CH3:12].[Na+].[NH2:25][C@@H:26]1[CH2:31][CH2:30][C@@H:29]([CH:32]([C:38]([O:40][CH2:41][CH3:42])=[O:39])[C:33]([O:35][CH2:36][CH3:37])=[O:34])[CH2:28][C@H:27]1[C:43]1[CH:48]=[CH:47][C:46]([C:49]([F:52])([F:51])[F:50])=[CH:45][CH:44]=1.[C:53]([O-])(O)=O.[Na+], predict the reaction product. The product is: [CH3:1][CH:2]([CH3:6])[CH2:3][CH2:4][N:25]([CH2:11][CH2:12][CH:8]([CH3:7])[CH3:53])[C@@H:26]1[CH2:31][CH2:30][C@@H:29]([CH:32]([C:38]([O:40][CH2:41][CH3:42])=[O:39])[C:33]([O:35][CH2:36][CH3:37])=[O:34])[CH2:28][C@H:27]1[C:43]1[CH:44]=[CH:45][C:46]([C:49]([F:50])([F:51])[F:52])=[CH:47][CH:48]=1. (2) Given the reactants C1(P(C2C=CC=CC=2)C2C=CC=CC=2)C=CC=CC=1.Br[C:21]1[N:29]2[C:24]([CH:25]=[N:26][C:27]([NH:30][C:31]3[CH:36]=[CH:35][C:34]([N:37]4[CH2:42][CH2:41][N:40]([CH3:43])[CH2:39][CH2:38]4)=[CH:33][CH:32]=3)=[N:28]2)=[CH:23][CH:22]=1.CC1(C)C(C)(C)OB([C:52]2[CH:61]=[CH:60][CH:59]=[CH:58][C:53]=2[O:54][CH2:55][C:56]#[N:57])O1.C(=O)([O-])[O-].[Na+].[Na+].O, predict the reaction product. The product is: [CH3:43][N:40]1[CH2:41][CH2:42][N:37]([C:34]2[CH:33]=[CH:32][C:31]([NH:30][C:27]3[N:26]=[CH:25][C:24]4=[CH:23][CH:22]=[C:21]([C:52]5[CH:61]=[CH:60][CH:59]=[CH:58][C:53]=5[O:54][CH2:55][C:56]#[N:57])[N:29]4[N:28]=3)=[CH:36][CH:35]=2)[CH2:38][CH2:39]1. (3) Given the reactants C1C=CC2N(O)N=NC=2C=1.CCN=C=NCCCN(C)C.[C:22]([C:24]1[CH:25]=[C:26]([CH:30]=[CH:31][C:32]=1[O:33][CH:34]([CH3:36])[CH3:35])[C:27]([OH:29])=O)#[N:23].[F:37][C:38]1[CH:46]=[CH:45][C:44](/[C:47](/[NH:50]O)=[N:48]/[H])=[C:43]2[C:39]=1[C:40]([CH2:52][CH2:53][C:54]([O:56][CH2:57][CH3:58])=[O:55])=[CH:41][NH:42]2.CCCC[N+](CCCC)(CCCC)CCCC.[F-], predict the reaction product. The product is: [C:22]([C:24]1[CH:25]=[C:26]([C:27]2[O:29][N:48]=[C:47]([C:44]3[CH:45]=[CH:46][C:38]([F:37])=[C:39]4[C:43]=3[NH:42][CH:41]=[C:40]4[CH2:52][CH2:53][C:54]([O:56][CH2:57][CH3:58])=[O:55])[N:50]=2)[CH:30]=[CH:31][C:32]=1[O:33][CH:34]([CH3:36])[CH3:35])#[N:23]. (4) Given the reactants [CH:1]([C:3]1[N:7]2[CH:8]=[C:9]([C:16]3[CH:20]=[CH:19][O:18][CH:17]=3)[CH:10]=[C:11]([C:12]([F:15])([F:14])[F:13])[C:6]2=[N:5][C:4]=1[C:21]([OH:23])=O)=[O:2].[NH:24]1[CH2:28][CH:27]=[C:26]([C:29]2[S:30][CH:31]=[CH:32][N:33]=2)[CH2:25]1.CN(C(ON1N=NC2C=CC=CC1=2)=[N+](C)C)C.F[P-](F)(F)(F)(F)F, predict the reaction product. The product is: [O:18]1[CH:19]=[CH:20][C:16]([C:9]2[CH:10]=[C:11]([C:12]([F:14])([F:13])[F:15])[C:6]3[N:7]([C:3]([CH:1]=[O:2])=[C:4]([C:21]([N:24]4[CH2:28][CH:27]=[C:26]([C:29]5[S:30][CH:31]=[CH:32][N:33]=5)[CH2:25]4)=[O:23])[N:5]=3)[CH:8]=2)=[CH:17]1. (5) Given the reactants [CH3:1][O:2][C:3]1[CH:23]=[C:22]([O:24][CH3:25])[CH:21]=[C:20]([O:26][CH3:27])[C:4]=1[CH:5]=[CH:6][S:7]([NH:10][C:11]1[CH:16]=[CH:15][C:14]([O:17][CH3:18])=[C:13]([NH2:19])[CH:12]=1)(=[O:9])=[O:8].[O-:28][C:29]#[N:30].[K+].O, predict the reaction product. The product is: [CH3:1][O:2][C:3]1[CH:23]=[C:22]([O:24][CH3:25])[CH:21]=[C:20]([O:26][CH3:27])[C:4]=1/[CH:5]=[CH:6]/[S:7]([NH:10][C:11]1[CH:16]=[CH:15][C:14]([O:17][CH3:18])=[C:13]([NH:19][C:29]([NH2:30])=[O:28])[CH:12]=1)(=[O:9])=[O:8]. (6) Given the reactants C(OC([N:11]1[CH2:16][CH:15]([CH3:17])[N:14]([CH3:18])[CH:13]([CH3:19])[CH2:12]1)=O)C1C=CC=CC=1, predict the reaction product. The product is: [CH3:18][N:14]1[CH:15]([CH3:17])[CH2:16][NH:11][CH2:12][CH:13]1[CH3:19].